Dataset: Forward reaction prediction with 1.9M reactions from USPTO patents (1976-2016). Task: Predict the product of the given reaction. (1) Given the reactants [Br:1][C:2]1[CH:3]=[C:4]([CH:8]([N:12]2[CH:16]=[C:15]([C:17]3[C:18]4[CH:25]=[CH:24][N:23](COCC[Si](C)(C)C)[C:19]=4[N:20]=[CH:21][N:22]=3)[CH:14]=[N:13]2)[CH2:9][C:10]#[N:11])[CH:5]=[N:6][CH:7]=1.C(Cl)Cl.C(O)(C(F)(F)F)=O.CO.C(N)CN, predict the reaction product. The product is: [Br:1][C:2]1[CH:3]=[C:4]([CH:8]([N:12]2[CH:16]=[C:15]([C:17]3[C:18]4[CH:25]=[CH:24][NH:23][C:19]=4[N:20]=[CH:21][N:22]=3)[CH:14]=[N:13]2)[CH2:9][C:10]#[N:11])[CH:5]=[N:6][CH:7]=1. (2) The product is: [CH:20]1([CH2:26][NH:27][CH2:28][C:29]2[CH:34]=[CH:33][C:32]([NH:35][C:16](=[O:18])[C:15]#[C:14][C:11]3[CH:10]=[CH:9][C:8]([C:5]4[CH:4]=[CH:3][C:2]([Cl:1])=[CH:7][CH:6]=4)=[CH:13][CH:12]=3)=[CH:31][CH:30]=2)[CH2:25][CH2:24][CH2:23][CH2:22][CH2:21]1. Given the reactants [Cl:1][C:2]1[CH:7]=[CH:6][C:5]([C:8]2[CH:13]=[CH:12][C:11]([C:14]#[C:15][C:16]([OH:18])=O)=[CH:10][CH:9]=2)=[CH:4][CH:3]=1.Cl.[CH:20]1([CH2:26][NH:27][CH2:28][C:29]2[CH:34]=[CH:33][C:32]([NH2:35])=[CH:31][CH:30]=2)[CH2:25][CH2:24][CH2:23][CH2:22][CH2:21]1, predict the reaction product. (3) Given the reactants [CH3:1][C:2]1([C:7]2[O:11][C:10]([CH2:12][N:13]3[CH:17]=[CH:16][C:15]([NH2:18])=[N:14]3)=[CH:9][CH:8]=2)[O:6]CCO1.[C:19]1([C:25]2[O:29][CH:28]=[N:27][C:26]=2[C:30](O)=[O:31])[CH:24]=[CH:23][CH:22]=[CH:21][CH:20]=1, predict the reaction product. The product is: [C:2]([C:7]1[O:11][C:10]([CH2:12][N:13]2[CH:17]=[CH:16][C:15]([NH:18][C:30]([C:26]3[N:27]=[CH:28][O:29][C:25]=3[C:19]3[CH:20]=[CH:21][CH:22]=[CH:23][CH:24]=3)=[O:31])=[N:14]2)=[CH:9][CH:8]=1)(=[O:6])[CH3:1]. (4) Given the reactants C([O:3][C:4]([C:6]1[N:7]=[CH:8][N:9]([C:11]2[CH:16]=[CH:15][CH:14]=[C:13]([Br:17])[CH:12]=2)[CH:10]=1)=[O:5])C.[OH-].[Na+], predict the reaction product. The product is: [Br:17][C:13]1[CH:12]=[C:11]([N:9]2[CH:10]=[C:6]([C:4]([OH:5])=[O:3])[N:7]=[CH:8]2)[CH:16]=[CH:15][CH:14]=1. (5) Given the reactants [NH2:1][C:2]1[C:20]([C:21]#[CH:22])=[CH:19][C:5]([O:6][C:7]2[CH:17]=[C:16]([F:18])[CH:15]=[CH:14][C:8]=2[C:9]([O:11][CH2:12][CH3:13])=[O:10])=[C:4]([Cl:23])[CH:3]=1, predict the reaction product. The product is: [Cl:23][C:4]1[CH:3]=[C:2]2[C:20]([CH:21]=[CH:22][NH:1]2)=[CH:19][C:5]=1[O:6][C:7]1[CH:17]=[C:16]([F:18])[CH:15]=[CH:14][C:8]=1[C:9]([O:11][CH2:12][CH3:13])=[O:10].